This data is from Reaction yield outcomes from USPTO patents with 853,638 reactions. The task is: Predict the reaction yield, written as a fraction of the theoretical maximum amount of product (1.0 means a 100% yield; for example, 0.34 means a 34% yield). (1) The catalyst is C1COCC1. The reactants are [F:1][C:2]1[CH:3]=[C:4]2[C:8](=[CH:9][CH:10]=1)[NH:7][CH:6]=[CH:5]2.[H-].[Na+].[C:13]([Si:17](Cl)([CH3:19])[CH3:18])([CH3:16])([CH3:15])[CH3:14].O. The yield is 0.740. The product is [C:13]([Si:17]([CH3:19])([CH3:18])[N:7]1[C:8]2[C:4](=[CH:3][C:2]([F:1])=[CH:10][CH:9]=2)[CH:5]=[CH:6]1)([CH3:16])([CH3:15])[CH3:14]. (2) The reactants are C1N=CN(C(N2C=NC=C2)=O)C=1.[C:13]([O:17][C:18]([NH:20][CH2:21][C:22]1([C:25]([OH:27])=O)[CH2:24][CH2:23]1)=[O:19])([CH3:16])([CH3:15])[CH3:14].[NH2:28][NH2:29].O. The catalyst is C1COCC1. The product is [C:13]([O:17][C:18](=[O:19])[NH:20][CH2:21][C:22]1([C:25]([NH:28][NH2:29])=[O:27])[CH2:24][CH2:23]1)([CH3:16])([CH3:15])[CH3:14]. The yield is 0.840.